This data is from Reaction yield outcomes from USPTO patents with 853,638 reactions. The task is: Predict the reaction yield, written as a fraction of the theoretical maximum amount of product (1.0 means a 100% yield; for example, 0.34 means a 34% yield). (1) The reactants are [C:1]1([CH2:7][CH2:8][C:9]([OH:11])=O)[CH:6]=[CH:5][CH:4]=[CH:3][CH:2]=1.CCN=C=NCCCN(C)C.C1C=CC2N(O)N=NC=2C=1.CN1CCOCC1.[NH2:40][CH2:41][C:42]1[NH:43][C:44](=[O:52])[C:45]2[CH:51]=[CH:50][CH:49]=[N:48][C:46]=2[N:47]=1. The catalyst is CN(C=O)C. The product is [O:52]=[C:44]1[NH:43][C:42]([CH2:41][NH:40][C:9](=[O:11])[CH2:8][CH2:7][C:1]2[CH:2]=[CH:3][CH:4]=[CH:5][CH:6]=2)=[N:47][C:46]2[N:48]=[CH:49][CH:50]=[CH:51][C:45]1=2. The yield is 0.470. (2) The reactants are [F:1][C:2]([F:17])([F:16])[C:3]1[CH:4]=[CH:5][C:6]([C:9]2[CH:14]=[CH:13][NH:12][C:11](=[O:15])[CH:10]=2)=[N:7][CH:8]=1.Br[C:19]1[CH:20]=[CH:21][C:22]2[C:23]3[CH2:32][N:31]([C:33]([O:35][C:36]([CH3:39])([CH3:38])[CH3:37])=[O:34])[CH2:30][CH2:29][C:24]=3[N:25]([CH3:28])[C:26]=2[CH:27]=1. No catalyst specified. The product is [CH3:28][N:25]1[C:26]2[CH:27]=[C:19]([N:12]3[CH:13]=[CH:14][C:9]([C:6]4[CH:5]=[CH:4][C:3]([C:2]([F:1])([F:16])[F:17])=[CH:8][N:7]=4)=[CH:10][C:11]3=[O:15])[CH:20]=[CH:21][C:22]=2[C:23]2[CH2:32][N:31]([C:33]([O:35][C:36]([CH3:39])([CH3:38])[CH3:37])=[O:34])[CH2:30][CH2:29][C:24]1=2. The yield is 0.380.